From a dataset of Forward reaction prediction with 1.9M reactions from USPTO patents (1976-2016). Predict the product of the given reaction. (1) Given the reactants [Cl:1][C:2]1[C:3]([N:17]2[CH2:22][CH2:21][CH:20]([C:23](O)=[O:24])[CH2:19][CH2:18]2)=[N:4][CH:5]=[C:6]([C:10]2[O:11][C:12]([CH2:15][CH3:16])=[CH:13][N:14]=2)[C:7]=1[O:8][CH3:9].CCN=C=NCCCN(C)C.C1C=CC2N(O)N=NC=2C=1.[Cl:47][C:48]1[S:52][C:51]([S:53]([NH2:56])(=[O:55])=[O:54])=[CH:50][CH:49]=1.CCN(C(C)C)C(C)C, predict the reaction product. The product is: [Cl:1][C:2]1[C:3]([N:17]2[CH2:18][CH2:19][CH:20]([C:23]([NH:56][S:53]([C:51]3[S:52][C:48]([Cl:47])=[CH:49][CH:50]=3)(=[O:55])=[O:54])=[O:24])[CH2:21][CH2:22]2)=[N:4][CH:5]=[C:6]([C:10]2[O:11][C:12]([CH2:15][CH3:16])=[CH:13][N:14]=2)[C:7]=1[O:8][CH3:9]. (2) The product is: [O:34]1[C:35]2[CH:41]=[CH:40][CH:39]=[CH:38][C:36]=2[N:37]=[C:33]1[N:13]1[CH2:14][CH2:15][N:10]2[C:9](=[O:16])[O:8][C:7]([C:1]3[CH:6]=[CH:5][CH:4]=[CH:3][CH:2]=3)([C:17]3[CH:18]=[CH:19][CH:20]=[CH:21][CH:22]=3)[CH:11]2[CH2:12]1. Given the reactants [C:1]1([C:7]2([C:17]3[CH:22]=[CH:21][CH:20]=[CH:19][CH:18]=3)[CH:11]3[CH2:12][NH:13][CH2:14][CH2:15][N:10]3[C:9](=[O:16])[O:8]2)[CH:6]=[CH:5][CH:4]=[CH:3][CH:2]=1.C(N(C(C)C)CC)(C)C.Cl[C:33]1[O:34][C:35]2[CH:41]=[CH:40][CH:39]=[CH:38][C:36]=2[N:37]=1, predict the reaction product. (3) Given the reactants Cl[C:2]1[C:7]2[N:8]=[C:9]([NH:12][C:13]3[CH:18]=[CH:17][C:16]([C:19]4[CH:20]=[N:21][N:22]([CH3:24])[CH:23]=4)=[CH:15][C:14]=3[O:25][CH2:26][CH3:27])[N:10]=[CH:11][C:6]=2[CH:5]=[CH:4][N:3]=1.[NH2:28][CH:29]1[CH2:34][CH2:33][O:32][CH2:31][CH2:30]1, predict the reaction product. The product is: [CH2:26]([O:25][C:14]1[CH:15]=[C:16]([C:19]2[CH:20]=[N:21][N:22]([CH3:24])[CH:23]=2)[CH:17]=[CH:18][C:13]=1[NH:12][C:9]1[N:10]=[CH:11][C:6]2[CH:5]=[CH:4][N:3]=[C:2]([NH:28][CH:29]3[CH2:34][CH2:33][O:32][CH2:31][CH2:30]3)[C:7]=2[N:8]=1)[CH3:27]. (4) Given the reactants Cl[C:2]1[CH:3]=[C:4]([O:11][CH2:12][CH2:13][O:14][CH3:15])[C:5]([N+:8]([O-:10])=[O:9])=[N:6][CH:7]=1.[OH:16][C:17]1[CH:18]=[N:19][CH:20]=[CH:21][CH:22]=1.C([O-])([O-])=O.[K+].[K+], predict the reaction product. The product is: [CH3:15][O:14][CH2:13][CH2:12][O:11][C:4]1[C:5]([N+:8]([O-:10])=[O:9])=[N:6][CH:7]=[C:2]([O:16][C:17]2[CH:18]=[N:19][CH:20]=[CH:21][CH:22]=2)[CH:3]=1. (5) Given the reactants [F:1][C:2]1[CH:7]=[CH:6][C:5]([N:8]2[CH2:17][CH2:16][C:15]3[C:10](=[CH:11][CH:12]=[C:13]([O:18][CH2:19][C:20]4[CH:25]=[CH:24][CH:23]=[CH:22][CH:21]=4)[CH:14]=3)[CH:9]2[CH2:26][C:27]2[CH:32]=[CH:31][C:30](/[CH:33]=[CH:34]/[C:35](O)=[O:36])=[CH:29][CH:28]=2)=[CH:4][CH:3]=1.Cl.[CH2:39]([O:46][NH2:47])[C:40]1[CH:45]=[CH:44][CH:43]=[CH:42][CH:41]=1, predict the reaction product. The product is: [F:1][C:2]1[CH:3]=[CH:4][C:5]([N:8]2[CH2:17][CH2:16][C:15]3[C:10](=[CH:11][CH:12]=[C:13]([O:18][CH2:19][C:20]4[CH:25]=[CH:24][CH:23]=[CH:22][CH:21]=4)[CH:14]=3)[CH:9]2[CH2:26][C:27]2[CH:28]=[CH:29][C:30](/[CH:33]=[CH:34]/[C:35]([NH:47][O:46][CH2:39][C:40]3[CH:45]=[CH:44][CH:43]=[CH:42][CH:41]=3)=[O:36])=[CH:31][CH:32]=2)=[CH:6][CH:7]=1. (6) Given the reactants C([O:8][C:9](=[O:20])[CH2:10][CH:11]([CH2:16][N+:17]([O-])=O)[CH2:12][CH:13]([CH3:15])[CH3:14])C1C=CC=CC=1, predict the reaction product. The product is: [CH3:15][CH:13]([CH2:12][C@H:11]([CH2:16][NH2:17])[CH2:10][C:9]([OH:20])=[O:8])[CH3:14]. (7) Given the reactants [OH:1][C:2]1[C:9]([O:10][CH3:11])=[CH:8][CH:7]=[CH:6][C:3]=1[CH:4]=O.[F:12][C:13]([F:22])([F:21])/[CH:14]=[CH:15]/[C:16]([O:18][CH2:19][CH3:20])=[O:17], predict the reaction product. The product is: [CH3:11][O:10][C:9]1[CH:8]=[CH:7][CH:6]=[C:3]2[C:2]=1[O:1][CH:14]([C:13]([F:12])([F:22])[F:21])[C:15]([C:16]([O:18][CH2:19][CH3:20])=[O:17])=[CH:4]2.